This data is from Retrosynthesis with 50K atom-mapped reactions and 10 reaction types from USPTO. The task is: Predict the reactants needed to synthesize the given product. (1) Given the product COc1cc(OC2CCN(C)CC2)ccc1Nc1cc2c(-c3cnn(C)c3)cccc2cn1, predict the reactants needed to synthesize it. The reactants are: COc1cc(OC2CCN(C)CC2)ccc1N.Cn1cc(-c2cccc3cnc(Cl)cc23)cn1. (2) The reactants are: C=C(C)[C@@H]1CC[C@]2(COC(=O)c3ccccc3)CC[C@]3(C)[C@H](CC[C@@H]4[C@@]5(C)CC=C(OS(=O)(=O)C(F)(F)F)C(C)(C)[C@@H]5CC[C@]43C)[C@@H]12.CCCC[Sn](CCCC)(CCCC)c1cc(C(=O)OCC)[nH]n1. Given the product C=C(C)[C@@H]1CC[C@]2(COC(=O)c3ccccc3)CC[C@]3(C)[C@H](CC[C@@H]4[C@@]5(C)CC=C(c6cc(C(=O)OCC)[nH]n6)C(C)(C)[C@@H]5CC[C@]43C)[C@@H]12, predict the reactants needed to synthesize it. (3) The reactants are: CCOC(=O)C1C(c2ccccc2)=CC(=O)N1C. Given the product CCOC(=O)[C@H]1[C@@H](c2ccccc2)CC(=O)N1C, predict the reactants needed to synthesize it.